The task is: Predict the reactants needed to synthesize the given product.. This data is from Full USPTO retrosynthesis dataset with 1.9M reactions from patents (1976-2016). The reactants are: CS(O[CH2:6][CH:7]1[CH2:11][CH2:10][CH2:9][N:8]1[C:12]([O:14][C:15]([CH3:18])([CH3:17])[CH3:16])=[O:13])(=O)=O.[CH2:19]([NH2:22])[CH2:20][CH3:21]. Given the product [CH2:19]([NH:22][CH2:6][CH:7]1[CH2:11][CH2:10][CH2:9][N:8]1[C:12]([O:14][C:15]([CH3:18])([CH3:17])[CH3:16])=[O:13])[CH2:20][CH3:21], predict the reactants needed to synthesize it.